Dataset: Experimentally validated miRNA-target interactions with 360,000+ pairs, plus equal number of negative samples. Task: Binary Classification. Given a miRNA mature sequence and a target amino acid sequence, predict their likelihood of interaction. (1) Result: 0 (no interaction). The miRNA is hsa-miR-6760-5p with sequence CAGGGAGAAGGUGGAAGUGCAGA. The protein sequence of the target gene is MEAAQDHGPGLCCKPGGRLDMSHGFVHHIRRNQLDRDDYDKKVKQAAKEKARRRHTPAPTRPRKPDLQVYLPRHRDGSTHPVNPDCEEASESSSSGSSELEPPGRQLFCLDYEADSGEVTSVIVYQDDDPGRVSEAVSAHTPLDPAMREALRSRIQEELAKRQSRH. (2) The miRNA is mmu-miR-1195 with sequence UGAGUUCGAGGCCAGCCUGCUCA. The protein sequence of the target gene is MAAEAPSGGEAPVCDSGRSDAICNFVICNDSPLRGQPIIFNPDFFVEKLRHEKPEVFTELVVSNITRLIDLPGTELAQLMGEVDLKLPGGAGPAAGFFRSLMSLKRKEKGVVFGSPLTEEGIAQIYQLIEYLHKNLRVEGLFRVPGNSVRQQLLRDALNNGTDIDLDSGEFHSNDVATLLKMFLGELPEPLLTHKHFHVHLKIADLMQFDDKGNKTNIPDKERQIEALQLLFLILPPANRNLLKLLLDLLYQTAKKQDKNKMSAHNLALMFAPHVLWPKNVTANDLQENIIKLNTGMAFM.... Result: 1 (interaction). (3) The miRNA is mmu-miR-343 with sequence UCUCCCUUCAUGUGCCCAGA. The protein sequence of the target gene is MASRGVVGIFFLSAVPLVCLELRRGIPDIGIKDFLLLCGRILLLLALLTLIISVTTSWLNSFKSPQVYLKEEEEKNEKRQKLVRKKQQEAQGEKASRYIENVLKPHQEMKLRKLEERFYQMTGEAWKLSSGHKLGGDEGTSQTSFETSNREAAKSQNLPKPLTEFPSPAEQPTCKEIPDLPEEPSQTAEEVVTVALRCPSGNVLRRRFLKSYSSQVLFDWMTRIGYHISLYSLSTSFPRRPLAVEGGQSLEDIGITVDTVLILEEKEQTN. Result: 0 (no interaction). (4) The miRNA is hsa-miR-6780a-3p with sequence CUCCUCUGUUUUCUUUCCUAG. Result: 0 (no interaction). The protein sequence of the target gene is MAVTSHHMVPVFVLMSACLATAGPEPSTRCELSPISASHPVQALMESFTVLSGCASRGTTGLPREVHILNLRSTDQGLGQPQREVTLHLNPIASVHTHHKPVVFLLNSPQPLVWHVKTERLAAGVPRLFLVSEGSVVQFSSGNFSLTAETEERSFPQENEHLLHWAQKEYGAVTSFTELKIARNIYIKVGEDQVFPPTCNIGKNFLSLNYLAEYLQPKAAEGCVLASQPHEKEVHIIELISPNSNPYSTFQVDIIIDIRPAREDPEVVKNLVLILKCKKSVNWVIKSFDVKGNLKVIAPD.... (5) The miRNA is hsa-miR-576-3p with sequence AAGAUGUGGAAAAAUUGGAAUC. The protein sequence of the target gene is MEEDLFQLRQLPVVKFRRTGESARSEDDAASGEHDIQIEGVRVGLEAIELDDGAAVPKEFANPTDDTFMVEDAVEAIGFGRFQWKLSVLTGLAWMADAMEMMILSILAPQLHCEWRLPSWQVALLTSVVFIGMMSSSTLWGNISDQYGRKTGLKISVLWTLYYGILSAFAPVYSWILVLRGLVGFGIGGVPQSVTLYAEFLPMKARAKCILLIEVFWAIGTVFEVLLAVFVMPSLGWRWLLLLSAAPLLLFAVLCFWLPESARYDVLSGNQEKAIATLKRIATENGAPMPLGKLIISRQE.... Result: 0 (no interaction). (6) Result: 1 (interaction). The miRNA is hsa-miR-5583-3p with sequence GAAUAUGGGUAUAUUAGUUUGG. The protein sequence of the target gene is MTVMSLSRDLKDDFHSDTVLSILNEQRIRGILCDVTIIVEDTKFKAHSNVLAASSLYFKNIFWSHTICISSHVLELDDLKAEVFTEILNYIYSSTVVVKRQETVTDLAAAGKKLGISFLEDLTDRNFSNSPGPYVFCITEKGVVKEEKNEKRHEEPAITNGPRITNAFSIIETENSNNMFSPLDLRASFKKVSDSMRTASLCLERTDVCHEAEPVRTLAEHSYAVSSVAEAYRSQPVREHDGSSPGNTGKENCEALAAKPKTCRKPKTFSIPQDSDSATENIPPPPVSNLEVNQERSPQP.... (7) The miRNA is hsa-miR-892a with sequence CACUGUGUCCUUUCUGCGUAG. The protein sequence of the target gene is MPPAGGPRTPRPHALPRSLSRLRECPGRSRIVLALGATQMALGCLIVAVSFAALALTTSARVRHSCPFWAGFSVLLSGLIGVVSWKRPLSLVITFFMLLSAVCVMLNLAGSILSCQNAQLVSSLEGCQLIKFDSVEVCVCCELQHHSSGCSNLGETLKLNPLQENCNAVRLTLKDLLFSVCALNVLSTIVCALATAMCCMQMVSADVLQMFFPHRSHSANAACVTPHGTILHQTLDFDEFIAPLPPPPYYPPEYTCTPTAEAHRGLHLDFASSPFSTLYDVAINSPGILYPAELPPPYEA.... Result: 0 (no interaction).